This data is from Catalyst prediction with 721,799 reactions and 888 catalyst types from USPTO. The task is: Predict which catalyst facilitates the given reaction. (1) Reactant: C([O:3][C:4](=[O:21])[CH2:5][NH:6][S:7]([C:10]1[CH:15]=[CH:14][C:13]([O:16][CH2:17][C:18]#[C:19][CH3:20])=[CH:12][CH:11]=1)(=[O:9])=[O:8])C.[OH-].[Na+].Cl. Product: [CH2:17]([O:16][C:13]1[CH:12]=[CH:11][C:10]([S:7]([NH:6][CH2:5][C:4]([OH:21])=[O:3])(=[O:9])=[O:8])=[CH:15][CH:14]=1)[C:18]#[C:19][CH3:20]. The catalyst class is: 36. (2) Reactant: C(OC([N:8]1[CH2:13][C@H:12]([O:14][CH2:15][C:16]2[CH:25]=[C:24]([O:26][CH3:27])[C:23]3[C:18](=[CH:19][CH:20]=[CH:21][CH:22]=3)[CH:17]=2)[C@@H:11]([C:28]2[CH:33]=[CH:32][C:31]([O:34][CH2:35][CH2:36][CH2:37][O:38][CH2:39][C:40]3[CH:45]=[CH:44][CH:43]=[CH:42][C:41]=3[O:46][CH3:47])=[CH:30][CH:29]=2)[C@H:10]([O:48][CH2:49][C@H:50]([OH:54])[CH2:51][O:52][CH3:53])[CH2:9]1)=O)(C)(C)C.Cl. Product: [CH3:53][O:52][CH2:51][C@@H:50]([OH:54])[CH2:49][O:48][C@H:10]1[C@H:11]([C:28]2[CH:33]=[CH:32][C:31]([O:34][CH2:35][CH2:36][CH2:37][O:38][CH2:39][C:40]3[CH:45]=[CH:44][CH:43]=[CH:42][C:41]=3[O:46][CH3:47])=[CH:30][CH:29]=2)[C@@H:12]([O:14][CH2:15][C:16]2[CH:25]=[C:24]([O:26][CH3:27])[C:23]3[C:18](=[CH:19][CH:20]=[CH:21][CH:22]=3)[CH:17]=2)[CH2:13][NH:8][CH2:9]1. The catalyst class is: 5. (3) Reactant: [CH3:1][C:2]([Si:5]([CH3:19])([CH3:18])[O:6][CH2:7][C@@H:8]1[CH2:13][N:12]2[CH2:14][CH2:15][CH2:16][C@H:11]2[C:10](=[O:17])[NH:9]1)([CH3:4])[CH3:3].[H-].[Na+].I[CH3:23]. Product: [CH3:4][C:2]([Si:5]([CH3:19])([CH3:18])[O:6][CH2:7][C@@H:8]1[CH2:13][N:12]2[CH2:14][CH2:15][CH2:16][C@H:11]2[C:10](=[O:17])[N:9]1[CH3:23])([CH3:1])[CH3:3]. The catalyst class is: 9. (4) Reactant: [Br:1][C:2]1[CH:7]=[CH:6][C:5]([OH:8])=[CH:4][CH:3]=1.[Cl:9][C:10]1[CH:15]=[C:14]([Cl:16])[CH:13]=[CH:12][C:11]=1[CH:17](O)[C:18](O)=[O:19].C(O)(=O)C. Product: [Br:1][C:2]1[CH:7]=[CH:6][C:5]2[O:8][C:18](=[O:19])[CH:17]([C:11]3[CH:12]=[CH:13][C:14]([Cl:16])=[CH:15][C:10]=3[Cl:9])[C:4]=2[CH:3]=1. The catalyst class is: 65.